This data is from Catalyst prediction with 721,799 reactions and 888 catalyst types from USPTO. The task is: Predict which catalyst facilitates the given reaction. (1) Reactant: [F:1][C:2]1[CH:7]=[CH:6][C:5]([CH2:8][CH:9]([NH2:16])[C:10]2[CH:15]=[CH:14][CH:13]=[CH:12][CH:11]=2)=[CH:4][CH:3]=1.Cl[CH2:18][CH2:19][N:20]=[C:21]=[O:22]. Product: [O:22]1[CH2:18][CH2:19][N:20]=[C:21]1[NH:16][CH:9]([C:10]1[CH:11]=[CH:12][CH:13]=[CH:14][CH:15]=1)[CH2:8][C:5]1[CH:4]=[CH:3][C:2]([F:1])=[CH:7][CH:6]=1. The catalyst class is: 1. (2) Reactant: [F:1][C:2]1[C:3]([C:20]2[N:24]([CH:25]([CH3:27])[CH3:26])[C:23]([CH3:28])=[N:22][CH:21]=2)=[N:4][C:5]([NH:8][C:9]2[CH:14]=[CH:13][C:12]([N:15]3[CH2:18][CH:17]([OH:19])[CH2:16]3)=[CH:11][CH:10]=2)=[N:6][CH:7]=1.C(N(CC)CC)C.[S:36](Cl)([CH3:39])(=[O:38])=[O:37]. Product: [CH3:39][S:36]([O:19][CH:17]1[CH2:16][N:15]([C:12]2[CH:13]=[CH:14][C:9]([NH:8][C:5]3[N:4]=[C:3]([C:20]4[N:24]([CH:25]([CH3:26])[CH3:27])[C:23]([CH3:28])=[N:22][CH:21]=4)[C:2]([F:1])=[CH:7][N:6]=3)=[CH:10][CH:11]=2)[CH2:18]1)(=[O:38])=[O:37]. The catalyst class is: 2. (3) Reactant: [O:1]=[S:2]1(=[O:25])[C:8]2[CH:9]=[CH:10][CH:11]=[CH:12][C:7]=2[CH2:6][N:5]([C:13]2[N:22]=[C:21]([NH2:23])[C:20]3[C:15](=[CH:16][CH:17]=[C:18]([CH3:24])[CH:19]=3)[N:14]=2)[CH2:4][CH2:3]1.[C:26](OC(=O)C)(=[O:28])[CH3:27]. Product: [O:25]=[S:2]1(=[O:1])[C:8]2[CH:9]=[CH:10][CH:11]=[CH:12][C:7]=2[CH2:6][N:5]([C:13]2[N:22]=[C:21]([NH:23][C:26](=[O:28])[CH3:27])[C:20]3[C:15](=[CH:16][CH:17]=[C:18]([CH3:24])[CH:19]=3)[N:14]=2)[CH2:4][CH2:3]1. The catalyst class is: 13.